From a dataset of Forward reaction prediction with 1.9M reactions from USPTO patents (1976-2016). Predict the product of the given reaction. The product is: [Cl:3][C:4]1[CH:9]=[C:8]([CH:7]=[C:6]([CH3:27])[N:5]=1)[C:10]([NH:12][CH:13]([NH:15][C:16]1[CH:26]=[CH:25][C:19]2[O:20][C:21]([F:24])([F:23])[O:22][C:18]=2[CH:17]=1)[S:14][CH3:28])=[O:11]. Given the reactants [H-].[Na+].[Cl:3][C:4]1[CH:9]=[C:8]([C:10]([NH:12][C:13]([NH:15][C:16]2[CH:26]=[CH:25][C:19]3[O:20][C:21]([F:24])([F:23])[O:22][C:18]=3[CH:17]=2)=[S:14])=[O:11])[CH:7]=[C:6]([CH3:27])[N:5]=1.[CH3:28]I.O, predict the reaction product.